From a dataset of Peptide-MHC class II binding affinity with 134,281 pairs from IEDB. Regression. Given a peptide amino acid sequence and an MHC pseudo amino acid sequence, predict their binding affinity value. This is MHC class II binding data. (1) The peptide sequence is TNHLSKCQFDHVNTL. The MHC is DRB5_0101 with pseudo-sequence DRB5_0101. The binding affinity (normalized) is 0.149. (2) The MHC is HLA-DPA10301-DPB10402 with pseudo-sequence HLA-DPA10301-DPB10402. The binding affinity (normalized) is 0.219. The peptide sequence is AAPANDKFTVFEAAF.